Dataset: Reaction yield outcomes from USPTO patents with 853,638 reactions. Task: Predict the reaction yield, written as a fraction of the theoretical maximum amount of product (1.0 means a 100% yield; for example, 0.34 means a 34% yield). (1) The reactants are C([C:4]1[CH:36]=[CH:35][C:7]2[NH:8][CH:9]([CH2:33][CH3:34])[N:10]([C:11]3[CH:16]=[CH:15][C:14]([CH2:17][CH2:18][NH:19][C:20]([NH:22][S:23]([C:26]4[CH:31]=[CH:30][C:29]([CH3:32])=[CH:28][CH:27]=4)(=[O:25])=[O:24])=O)=[CH:13][CH:12]=3)[C:6]=2[CH:5]=1)(=O)C.[CH3:37][Mg]I.[OH2:40].[O:41]1[CH2:45][CH2:44]CC1. No catalyst specified. The product is [CH2:33]([C:9]1[N:10]([C:11]2[CH:12]=[CH:13][C:14]([CH2:17][CH2:18][NH:19][C:20]([NH:22][S:23]([C:26]3[CH:27]=[CH:28][C:29]([CH3:32])=[CH:30][CH:31]=3)(=[O:25])=[O:24])=[O:40])=[CH:15][CH:16]=2)[C:6]2[CH:5]=[CH:4][C:36]([C:45]([OH:41])([CH3:44])[CH3:37])=[CH:35][C:7]=2[N:8]=1)[CH3:34].[CH3:32][C:29]1[CH:30]=[CH:31][C:26]([S:23]([OH:24])(=[O:25])=[O:41])=[CH:27][CH:28]=1. The yield is 0.970. (2) The reactants are [C:1](Cl)(=[O:8])[C:2]1[CH:7]=[CH:6][CH:5]=[CH:4][CH:3]=1.FC(F)(F)C(O)=O.[CH2:17]([O:24][C:25]1[CH:30]=[C:29]([O:31][CH2:32][C:33]2[CH:38]=[CH:37][CH:36]=[CH:35][CH:34]=2)[CH:28]=[CH:27][C:26]=1[CH:39]1[CH2:42][NH:41][CH2:40]1)[C:18]1[CH:23]=[CH:22][CH:21]=[CH:20][CH:19]=1. The catalyst is O1CCCC1.C(N(CC)C(C)C)(C)C. The product is [CH2:17]([O:24][C:25]1[CH:30]=[C:29]([O:31][CH2:32][C:33]2[CH:38]=[CH:37][CH:36]=[CH:35][CH:34]=2)[CH:28]=[CH:27][C:26]=1[CH:39]1[CH2:42][N:41]([C:1]([C:2]2[CH:7]=[CH:6][CH:5]=[CH:4][CH:3]=2)=[O:8])[CH2:40]1)[C:18]1[CH:23]=[CH:22][CH:21]=[CH:20][CH:19]=1. The yield is 0.820. (3) The yield is 0.730. The product is [C:17]1([C:13]2[C:12]([CH2:11][O:10][C:7]3[CH:8]=[CH:9][C:4]([C:3]([NH:24][CH:25]4[CH2:30][CH2:29][O:28][CH2:27][CH2:26]4)=[O:23])=[CH:5][N:6]=3)=[CH:16][O:15][N:14]=2)[CH:18]=[CH:19][CH:20]=[CH:21][CH:22]=1. The reactants are CO[C:3](=[O:23])[C:4]1[CH:9]=[CH:8][C:7]([O:10][CH2:11][C:12]2[C:13]([C:17]3[CH:22]=[CH:21][CH:20]=[CH:19][CH:18]=3)=[N:14][O:15][CH:16]=2)=[N:6][CH:5]=1.[NH2:24][CH:25]1[CH2:30][CH2:29][O:28][CH2:27][CH2:26]1. No catalyst specified. (4) The reactants are [NH2:1][C:2]1[S:3][C:4]2[CH2:10][CH2:9][CH2:8][CH2:7][C:5]=2[N:6]=1.[Br:11][CH2:12][C:13]([O:15][CH2:16][CH3:17])=[O:14]. The catalyst is C(O)C.CCN(CC)CC. The product is [BrH:11].[CH2:16]([O:15][C:13](=[O:14])[CH2:12][N:6]1[C:5]2[CH2:7][CH2:8][CH2:9][CH2:10][C:4]=2[S:3][C:2]1=[NH:1])[CH3:17]. The yield is 0.790. (5) The reactants are [F:1][C:2]1[CH:3]=[C:4]([NH:27][C:28]2[CH:33]=[CH:32][C:31]([I:34])=[CH:30][C:29]=2[F:35])[C:5]([N+:24]([O-:26])=[O:25])=[C:6]([CH:23]=1)[O:7][CH2:8][CH2:9][CH:10]1[CH2:15][CH2:14][N:13](C(OC(C)(C)C)=O)[CH2:12][CH2:11]1.Cl. The catalyst is C(#N)C. The product is [F:1][C:2]1[CH:23]=[C:6]([O:7][CH2:8][CH2:9][CH:10]2[CH2:15][CH2:14][NH:13][CH2:12][CH2:11]2)[C:5]([N+:24]([O-:26])=[O:25])=[C:4]([CH:3]=1)[NH:27][C:28]1[CH:33]=[CH:32][C:31]([I:34])=[CH:30][C:29]=1[F:35]. The yield is 0.780. (6) The reactants are [F:1][C:2]1[CH:7]=[C:6]([F:8])[CH:5]=[CH:4][C:3]=1[CH2:9][NH:10][C:11]([C:13]1[C:14](=[O:39])[C:15]([O:31]CC2C=CC=CC=2)=[C:16]2[C:28](=[O:29])[N:20]3[CH2:21][CH2:22][C@@H:23]4[CH2:27][CH2:26][CH2:25][N:24]4[C@@H:19]3[CH2:18][N:17]2[CH:30]=1)=[O:12]. The catalyst is CO.[Pd]. The product is [F:1][C:2]1[CH:7]=[C:6]([F:8])[CH:5]=[CH:4][C:3]=1[CH2:9][NH:10][C:11]([C:13]1[C:14](=[O:39])[C:15]([OH:31])=[C:16]2[C:28](=[O:29])[N:20]3[CH2:21][CH2:22][C@@H:23]4[CH2:27][CH2:26][CH2:25][N:24]4[C@@H:19]3[CH2:18][N:17]2[CH:30]=1)=[O:12]. The yield is 0.670. (7) The reactants are [Br:1][C:2]1[CH:3]=[C:4]([CH:8]2[CH2:13][CH2:12][N:11]([C:14](OC(C)(C)C)=O)[CH2:10][CH2:9]2)[CH:5]=[CH:6][CH:7]=1.C=O. The catalyst is C(O)=O. The product is [Br:1][C:2]1[CH:3]=[C:4]([CH:8]2[CH2:13][CH2:12][N:11]([CH3:14])[CH2:10][CH2:9]2)[CH:5]=[CH:6][CH:7]=1. The yield is 0.990. (8) The reactants are [C:1](=O)([O:30]C1C=CC([N+]([O-])=O)=CC=1)[O:2][C@@H:3]1[CH2:19][C@@H:18]2[C@@:6]([CH3:29])([C@@H:7]3[C@@H:15]([CH2:16][CH2:17]2)[C@:14]2([OH:20])[C@@:10]([CH3:28])([C@@H:11]([C:21]4[CH:22]=[CH:23][C:24](=[O:27])[O:25][CH:26]=4)[CH2:12][CH2:13]2)[CH2:9][CH2:8]3)[CH2:5][CH2:4]1.[NH:41]1[CH2:46][CH2:45][NH:44][CH2:43][CH2:42]1. The catalyst is C(Cl)Cl. The product is [N:41]1([C:1]([O:2][C@@H:3]2[CH2:19][C@@H:18]3[C@@:6]([CH3:29])([C@@H:7]4[C@@H:15]([CH2:16][CH2:17]3)[C@:14]3([OH:20])[C@@:10]([CH3:28])([C@@H:11]([C:21]5[CH:22]=[CH:23][C:24](=[O:27])[O:25][CH:26]=5)[CH2:12][CH2:13]3)[CH2:9][CH2:8]4)[CH2:5][CH2:4]2)=[O:30])[CH2:46][CH2:45][NH:44][CH2:43][CH2:42]1. The yield is 0.692. (9) The reactants are C(OC(=O)C=O)C.CCCC(N)CCC.[O:16]1[C:20]2[CH:21]=[CH:22][C:23]([C:25](=[O:36])[C:26]([NH:28][CH:29]([CH2:33][CH2:34][CH3:35])[CH2:30][CH2:31][CH3:32])=[O:27])=[CH:24][C:19]=2[O:18][CH2:17]1. No catalyst specified. The product is [CH3:32][CH2:31][CH2:30][CH:29]([NH:28][C:26](=[O:27])[C:25]([C:23]1[CH:22]=[CH:21][C:20]([OH:16])=[C:19]([O:18][CH3:17])[CH:24]=1)=[O:36])[CH2:33][CH2:34][CH3:35]. The yield is 0.340.